From a dataset of HIV replication inhibition screening data with 41,000+ compounds from the AIDS Antiviral Screen. Binary Classification. Given a drug SMILES string, predict its activity (active/inactive) in a high-throughput screening assay against a specified biological target. (1) The drug is COc1ccc(NC(=S)Nc2cc(C)cc(C)n2)cc1. The result is 0 (inactive). (2) The drug is N#CC(=Cc1ccccc1)c1cccc(I)c1. The result is 0 (inactive).